From a dataset of Peptide-MHC class I binding affinity with 185,985 pairs from IEDB/IMGT. Regression. Given a peptide amino acid sequence and an MHC pseudo amino acid sequence, predict their binding affinity value. This is MHC class I binding data. (1) The peptide sequence is VENPDILRV. The MHC is HLA-B40:01 with pseudo-sequence HLA-B40:01. The binding affinity (normalized) is 0.0768. (2) The peptide sequence is VDYPYRLW. The MHC is Mamu-A11 with pseudo-sequence Mamu-A11. The binding affinity (normalized) is 0. (3) The peptide sequence is NPKASTISW. The MHC is HLA-B07:02 with pseudo-sequence HLA-B07:02. The binding affinity (normalized) is 0.939. (4) The peptide sequence is YLQQNWWTL. The MHC is HLA-A11:01 with pseudo-sequence HLA-A11:01. The binding affinity (normalized) is 0.0454. (5) The peptide sequence is LSDAIFDDL. The MHC is HLA-A23:01 with pseudo-sequence HLA-A23:01. The binding affinity (normalized) is 0.0847. (6) The peptide sequence is KRLAETLAL. The MHC is Mamu-B03 with pseudo-sequence Mamu-B03. The binding affinity (normalized) is 0.688. (7) The peptide sequence is FPVRPQVPLR. The MHC is HLA-B44:02 with pseudo-sequence HLA-B44:02. The binding affinity (normalized) is 0. (8) The peptide sequence is FPFKYAAAF. The MHC is HLA-A33:01 with pseudo-sequence HLA-A33:01. The binding affinity (normalized) is 0.107.